From a dataset of Forward reaction prediction with 1.9M reactions from USPTO patents (1976-2016). Predict the product of the given reaction. Given the reactants [C:1](=[O:4])([O-:3])[O-].C([N:8]([CH:11]([CH3:13])[CH3:12])CC)(C)C.[NH2:14][C@H:15]([C:20]([OH:22])=[O:21])[C:16]([CH3:19])([CH3:18])[CH3:17].Cl.[C:24]1([CH3:30])[CH:29]=[CH:28][CH:27]=[CH:26][CH:25]=1, predict the reaction product. The product is: [C:13]1([C@@H:11]([NH2:8])[CH3:12])[CH:28]=[CH:29][CH:24]=[CH:25][CH:26]=1.[CH2:29]([C@@H:28]1[CH2:27][C@H:26]1[O:3][C:1]([NH:14][C@@H:15]([C:16]([CH3:19])([CH3:18])[CH3:17])[C:20]([OH:22])=[O:21])=[O:4])[CH:24]=[CH2:30].